This data is from Catalyst prediction with 721,799 reactions and 888 catalyst types from USPTO. The task is: Predict which catalyst facilitates the given reaction. (1) Reactant: Br[C:2]1[CH:12]=[CH:11][C:5]([C:6]([O:8][CH2:9][CH3:10])=[O:7])=[CH:4][C:3]=1[Cl:13].[NH:14]1[CH2:18][CH2:17][CH2:16][CH2:15]1.CC(C)([O-])C.[Na+].C1C=CC(P(C2C(C3C(P(C4C=CC=CC=4)C4C=CC=CC=4)=CC=C4C=3C=CC=C4)=C3C(C=CC=C3)=CC=2)C2C=CC=CC=2)=CC=1. Product: [Cl:13][C:3]1[CH:4]=[C:5]([CH:11]=[CH:12][C:2]=1[N:14]1[CH2:18][CH2:17][CH2:16][CH2:15]1)[C:6]([O:8][CH2:9][CH3:10])=[O:7]. The catalyst class is: 101. (2) Product: [CH3:11][C:12]1([CH3:28])[C:16]([CH3:18])([CH3:17])[O:15][B:14]([C:2]2[C:3]([C:7]([F:10])([F:9])[F:8])=[N:4][NH:5][CH:6]=2)[O:13]1. The catalyst class is: 3. Reactant: I[C:2]1[C:3]([C:7]([F:10])([F:9])[F:8])=[N:4][NH:5][CH:6]=1.[CH3:11][C:12]1([CH3:28])[C:16]([CH3:18])([CH3:17])[O:15][B:14]([B:14]2[O:15][C:16]([CH3:18])([CH3:17])[C:12]([CH3:28])([CH3:11])[O:13]2)[O:13]1.C([O-])(=O)C.[K+]. (3) Reactant: [Si:1]([O:8][CH2:9][C@@H:10]([NH:14][C:15]([C:17]1[N:18]=[C:19]([N:22]2[CH2:25][CH:24](OS(C)(=O)=O)[CH2:23]2)[S:20][CH:21]=1)=[O:16])[CH:11]([CH3:13])[CH3:12])([C:4]([CH3:7])([CH3:6])[CH3:5])([CH3:3])[CH3:2].[C:31]([O-:34])(=[S:33])[CH3:32].[K+]. Product: [C:31]([S:33][CH:24]1[CH2:25][N:22]([C:19]2[S:20][CH:21]=[C:17]([C:15](=[O:16])[NH:14][C@H:10]([CH2:9][O:8][Si:1]([C:4]([CH3:6])([CH3:7])[CH3:5])([CH3:2])[CH3:3])[CH:11]([CH3:13])[CH3:12])[N:18]=2)[CH2:23]1)(=[O:34])[CH3:32]. The catalyst class is: 9. (4) Reactant: C1(O[C:8](=[O:24])[NH:9][CH:10]2[CH2:15][CH2:14][CH:13]([NH:16][C:17]([O:19][C:20]([CH3:23])([CH3:22])[CH3:21])=[O:18])[CH2:12][CH2:11]2)C=CC=CC=1.[CH2:25]([N:32]1[CH2:36][CH2:35][C@@H:34]([NH2:37])[CH2:33]1)[C:26]1[CH:31]=[CH:30][CH:29]=[CH:28][CH:27]=1. Product: [C:20]([O:19][C:17](=[O:18])[NH:16][CH:13]1[CH2:12][CH2:11][CH:10]([NH:9][C:8]([NH:37][C@@H:34]2[CH2:35][CH2:36][N:32]([CH2:25][C:26]3[CH:31]=[CH:30][CH:29]=[CH:28][CH:27]=3)[CH2:33]2)=[O:24])[CH2:15][CH2:14]1)([CH3:21])([CH3:22])[CH3:23]. The catalyst class is: 37. (5) Reactant: [CH2:1]([N:8]1[C:13](=[O:14])[CH:12]2[CH:10]([CH2:11]2)[C:9]1=[O:15])[C:2]1[CH:7]=[CH:6][CH:5]=[CH:4][CH:3]=1.[CH3:16][Li].[Cl-].[NH4+]. Product: [CH2:1]([N:8]1[C:13]([OH:14])([CH3:16])[CH:12]2[CH:10]([CH2:11]2)[C:9]1=[O:15])[C:2]1[CH:3]=[CH:4][CH:5]=[CH:6][CH:7]=1. The catalyst class is: 365.